Dataset: Experimentally validated miRNA-target interactions with 360,000+ pairs, plus equal number of negative samples. Task: Binary Classification. Given a miRNA mature sequence and a target amino acid sequence, predict their likelihood of interaction. (1) The miRNA is hsa-miR-6797-3p with sequence UGCAUGACCCUUCCCUCCCCAC. The protein sequence of the target gene is MAEGEITTFAALTERFNLPLGNYKKPKLLYCSNGGHFLRILPDGTVDGTRDRSDQHIQLQLSAESAGEVYIKGTETGQYLAMDTEGLLYGSQTPNEECLFLERLEENHYNTYTSKKHAEKNWFVGLKKNGSCKRGPRTHYGQKAILFLPLPVSSD. Result: 0 (no interaction). (2) The miRNA is hsa-miR-8052 with sequence CGGGACUGUAGAGGGCAUGAGC. The protein sequence of the target gene is MDRGQPSLEPAAAAPRASGRCVIAPVRAVLRLRRRVCVLRKRRLLQPGGGPDVGTGAPRPGCSPRAPRADLDQPKFFTFDSPAELPSRTPRKKRRRSRLVLYPETSRKYRPRVEHRSRAQRCLLLLVAIVGFQVLNAIENLDDNAQRYDLDGLEKALQRAVFGQPAAVSRIVALMRDYLATHVHSRPLLLALHGPSGVGKSHVGRLLARHFRSVLEDSALVLQYHARHHCPEARAAQDCREELARRVADVVARAEAEEKTPLLVLDDVELMPRPLLDELHGFLQPQRSHHFHNAIYVLLS.... Result: 1 (interaction). (3) The miRNA is hsa-miR-4324 with sequence CCCUGAGACCCUAACCUUAA. Result: 0 (no interaction). The protein sequence of the target gene is MPAALVENSQVICEVWASNLEEEMRKIREIVLSYSYIAMDTEFPGVVVRPIGEFRSSIDYQYQLLRCNVDLLKIIQLGLTFTNEKGEYPSGINTWQFNFKFNLTEDMYSQDSIDLLANSGLQFQKHEEEGIDTLHFAELLMTSGVVLCDNVKWLSFHSGYDFGYMVKLLTDSRLPEEEHEFFHILNLFFPSIYDVKYLMKSCKNLKGGLQEVADQLDLQRIGRQHQAGSDSLLTGMAFFRMKELFFEDSIDDAKYCGRLYGLGTGVAQKQNEDVDCAQEKMSILAMINNMQQ. (4) The miRNA is mmu-miR-3105-5p with sequence AGAGCAAGCCCGUAAGCAGCGU. The protein sequence of the target gene is MASTTTCTRFTDEYQLFEELGKGAFSVVRRCMKIPTGQEYAAKIINTKKLSARDHQKLEREARICRLLKHPNIVRLHDSISEEGFHYLVFDLVTGGELFEDIVAREYYSEADASHCIQQILESVNHCHLNGIVHRDLKPENLLLASKSKGAAVKLADFGLAIEVQGDQQAWFGFAGTPGYLSPEVLRKDPYGKPVDMWACGVILYILLVGYPPFWDEDQHRLYQQIKAGAYDFPSPEWDTVTPEAKDLINKMLTINPAKRITASEALKHPWICQRSTVASMMHRQETVDCLKKFNARRKL.... Result: 0 (no interaction).